From a dataset of Full USPTO retrosynthesis dataset with 1.9M reactions from patents (1976-2016). Predict the reactants needed to synthesize the given product. (1) Given the product [Cl:1][C:2]1[CH:7]=[C:6]([C:8]2[CH:13]=[N:12][CH:11]=[C:10]([CH3:14])[N:9]=2)[CH:5]=[CH:4][C:3]=1[C:15]1[C:26](=[O:27])[N:25]([CH2:30][CH2:31][N:32]2[CH2:37][CH2:36][N:35]([CH3:38])[CH2:34][CH2:33]2)[C:18]2[N:19]=[C:20]([S:23][CH3:24])[N:21]=[CH:22][C:17]=2[CH:16]=1, predict the reactants needed to synthesize it. The reactants are: [Cl:1][C:2]1[CH:7]=[C:6]([C:8]2[CH:13]=[N:12][CH:11]=[C:10]([CH3:14])[N:9]=2)[CH:5]=[CH:4][C:3]=1[C:15]1[C:26](=[O:27])[NH:25][C:18]2[N:19]=[C:20]([S:23][CH3:24])[N:21]=[CH:22][C:17]=2[CH:16]=1.Cl.Cl[CH2:30][CH2:31][N:32]1[CH2:37][CH2:36][N:35]([CH3:38])[CH2:34][CH2:33]1.C(=O)([O-])[O-].[Cs+].[Cs+].O. (2) Given the product [OH:8][C@@H:9]1[C@@:34]2([CH3:35])[C:13](=[CH:14][CH:15]=[C:16]3[C@@H:33]2[CH2:32][CH2:31][C@@:30]2([CH3:36])[C@H:17]3[CH2:18][CH:19]=[C:20]2[C:21]([O:24][CH2:25][C:26]([OH:29])([CH3:27])[CH3:28])([CH3:22])[CH3:23])[CH2:12][C@@H:11]([OH:37])[CH2:10]1, predict the reactants needed to synthesize it. The reactants are: [Si]([O:8][C@@H:9]1[C@@:34]2([CH3:35])[C:13](=[CH:14][CH:15]=[C:16]3[C@@H:33]2[CH2:32][CH2:31][C@@:30]2([CH3:36])[C@H:17]3[CH2:18][CH:19]=[C:20]2[C:21]([O:24][CH2:25][C:26]([OH:29])([CH3:28])[CH3:27])([CH3:23])[CH3:22])[CH2:12][C@@H:11]([O:37][Si](C(C)(C)C)(C)C)[CH2:10]1)(C(C)(C)C)(C)C.O1CCCC1.[F-].C([N+](CCCC)(CCCC)CCCC)CCC. (3) The reactants are: [O:1]=[C:2]1[NH:6][C:5]2[CH:7]=[CH:8][CH:9]=[CH:10][C:4]=2[N:3]1[CH:11]1[CH2:16][CH2:15][N:14]([C:17]([O:19][CH2:20][C@@H:21]([N:23]([CH2:31][C:32]2[CH:37]=[CH:36][CH:35]=[CH:34][CH:33]=2)[CH2:24][C:25]2[CH:30]=[CH:29][CH:28]=[CH:27][CH:26]=2)[CH3:22])=[O:18])[CH2:13][CH2:12]1.[F:38][C:39]1[CH:44]=[CH:43][C:42]([S:45](Cl)(=[O:47])=[O:46])=[CH:41][CH:40]=1. Given the product [F:38][C:39]1[CH:44]=[CH:43][C:42]([S:45]([N:6]2[C:5]3[CH:7]=[CH:8][CH:9]=[CH:10][C:4]=3[N:3]([CH:11]3[CH2:12][CH2:13][N:14]([C:17]([O:19][CH2:20][C@@H:21]([N:23]([CH2:24][C:25]4[CH:26]=[CH:27][CH:28]=[CH:29][CH:30]=4)[CH2:31][C:32]4[CH:37]=[CH:36][CH:35]=[CH:34][CH:33]=4)[CH3:22])=[O:18])[CH2:15][CH2:16]3)[C:2]2=[O:1])(=[O:47])=[O:46])=[CH:41][CH:40]=1, predict the reactants needed to synthesize it. (4) Given the product [CH3:1][O:2][C:3]([C:5]1[C:14]2[C:9](=[CH:10][C:11]([O:15][C:16]3[CH:21]=[CH:20][N:19]=[C:18]([CH2:22][Br:23])[N:17]=3)=[CH:12][CH:13]=2)[CH:8]=[CH:7][CH:6]=1)=[O:4], predict the reactants needed to synthesize it. The reactants are: [CH3:1][O:2][C:3]([C:5]1[C:14]2[C:9](=[CH:10][C:11]([O:15][C:16]3[CH:21]=[CH:20][N:19]=[C:18]([CH3:22])[N:17]=3)=[CH:12][CH:13]=2)[CH:8]=[CH:7][CH:6]=1)=[O:4].[Br:23]N1C(=O)CCC1=O. (5) Given the product [CH3:10][O:9][C:7]1[CH:6]=[C:5]([C:11]2[C:15]3[C:23]([CH3:24])=[CH:22][C:21](=[O:20])[NH:16][C:14]=3[N:13]([CH3:17])[N:12]=2)[CH:4]=[C:3]([O:2][CH3:1])[CH:8]=1, predict the reactants needed to synthesize it. The reactants are: [CH3:1][O:2][C:3]1[CH:4]=[C:5]([C:11]2[CH:15]=[C:14]([NH2:16])[N:13]([CH3:17])[N:12]=2)[CH:6]=[C:7]([O:9][CH3:10])[CH:8]=1.C([O:20][C:21](=O)[CH2:22][C:23](=O)[CH3:24])C. (6) The reactants are: [Cl-].[CH2:2]([O:4][C:5]([C:7]1[N:8]=[C:9]([CH:12]2[CH2:17][CH2:16][NH2+:15][CH2:14][CH2:13]2)[S:10][CH:11]=1)=[O:6])[CH3:3].[Cl:18][C:19]1[C:20]([C:29]([F:32])([F:31])[F:30])=[N:21][N:22]([CH2:25][C:26](O)=[O:27])[C:23]=1[CH3:24]. Given the product [Cl:18][C:19]1[C:20]([C:29]([F:31])([F:30])[F:32])=[N:21][N:22]([CH2:25][C:26]([N:15]2[CH2:16][CH2:17][CH:12]([C:9]3[S:10][CH:11]=[C:7]([C:5]([O:4][CH2:2][CH3:3])=[O:6])[N:8]=3)[CH2:13][CH2:14]2)=[O:27])[C:23]=1[CH3:24], predict the reactants needed to synthesize it.